From a dataset of Catalyst prediction with 721,799 reactions and 888 catalyst types from USPTO. Predict which catalyst facilitates the given reaction. (1) Reactant: [CH2:1]=[C:2]([C:7](OS(F)(=O)=O)([F:9])[F:8])[C:3]([F:6])([F:5])[F:4].[I-:15].[Na+].COCCOCCOC. Product: [F:4][C:3]([F:6])([F:5])[C:2]([C:7]([F:9])([F:8])[I:15])=[CH2:1]. The catalyst class is: 6. (2) Reactant: C12N([N+]([O-])=O)C3[N:21]([N+:22]([O-:24])=[O:23])[CH:4]4[CH:5]([N:10]([N+:25]([O-:27])=[O:26])[CH:11]3N1[N+]([O-])=O)[N:6]([N+:7]([O-:9])=[O:8])[CH:2]2[N:3]4[N+:28]([O-:30])=[O:29]. Product: [CH2:11]1[N:21]([N+:22]([O-:24])=[O:23])[CH2:4][N:3]([N+:28]([O-:30])=[O:29])[CH2:2][N:6]([N+:7]([O-:9])=[O:8])[CH2:5][N:10]1[N+:25]([O-:27])=[O:26]. The catalyst class is: 41. (3) Reactant: [S:1]1[C:9]2[CH:8]=[CH:7][N:6]=[CH:5][C:4]=2[CH:3]=[CH:2]1.C([Li])CCC.[B:15](OC(C)C)([O:20]C(C)C)[O:16]C(C)C. Product: [S:1]1[C:9]2[CH:8]=[CH:7][N:6]=[CH:5][C:4]=2[CH:3]=[C:2]1[B:15]([OH:20])[OH:16]. The catalyst class is: 7. (4) Reactant: CC1(C)[O:6][C@H:5]([CH2:7][CH2:8][CH:9]=O)[C:4](=[O:11])O1.[NH2:13][CH:14]1[CH2:19][CH2:18][N:17]([C:20]([O:22][C:23]([CH3:26])([CH3:25])[CH3:24])=[O:21])[CH2:16][CH2:15]1.C(O[BH-](OC(=O)C)OC(=O)C)(=O)C.[Na+]. Product: [OH:6][C@@H:5]1[CH2:7][CH2:8][CH2:9][N:13]([CH:14]2[CH2:15][CH2:16][N:17]([C:20]([O:22][C:23]([CH3:26])([CH3:25])[CH3:24])=[O:21])[CH2:18][CH2:19]2)[C:4]1=[O:11]. The catalyst class is: 49. (5) Reactant: C(O)(=O)CC[C:4](O)=[O:5].[CH2:9]([OH:14])[CH2:10][CH2:11][CH2:12][OH:13].S(=O)(=O)(O)O.[C:20](=O)([O-])[OH:21].[Na+]. Product: [C:9]([O:21][CH3:20])(=[O:14])[CH2:10][CH2:11][C:12]([O:5][CH3:4])=[O:13]. The catalyst class is: 5. (6) Reactant: [ClH:1].Cl.[NH2:3][C:4]1[CH:23]=[CH:22][C:7]2[CH:8]=[C:9]([C:11]([NH:13][C@@H:14]3[CH:19]4[CH2:20][CH2:21][N:16]([CH2:17][CH2:18]4)[CH2:15]3)=[O:12])[S:10][C:6]=2[CH:5]=1.C(N(CC)CC)C.[CH3:31][O:32][C:33]1[CH:34]=[C:35]([N:39]=[C:40]=[O:41])[CH:36]=[CH:37][CH:38]=1. Product: [ClH:1].[N:16]12[CH2:21][CH2:20][CH:19]([CH2:18][CH2:17]1)[C@@H:14]([NH:13][C:11]([C:9]1[S:10][C:6]3[CH:5]=[C:4]([NH:3][C:40]([NH:39][C:35]4[CH:36]=[CH:37][CH:38]=[C:33]([O:32][CH3:31])[CH:34]=4)=[O:41])[CH:23]=[CH:22][C:7]=3[CH:8]=1)=[O:12])[CH2:15]2. The catalyst class is: 118.